Predict the reactants needed to synthesize the given product. From a dataset of Full USPTO retrosynthesis dataset with 1.9M reactions from patents (1976-2016). (1) Given the product [F:1][C:2]([F:7])([F:6])[C:3]([OH:5])=[O:4].[NH2:28][C@H:18]([CH2:19][C:20]1[CH:25]=[CH:24][C:23]([O:26][CH3:27])=[CH:22][CH:21]=1)[C:17]([N:15]1[CH2:16][C:13]([O:12][CH2:8][CH2:9][CH2:10][CH3:11])([C:37]2[CH:42]=[CH:41][CH:40]=[CH:39][C:38]=2[F:43])[CH2:14]1)=[O:36], predict the reactants needed to synthesize it. The reactants are: [F:1][C:2]([F:7])([F:6])[C:3]([OH:5])=[O:4].[CH2:8]([O:12][C:13]1([C:37]2[CH:42]=[CH:41][CH:40]=[CH:39][C:38]=2[F:43])[CH2:16][N:15]([C:17](=[O:36])[C@H:18]([NH:28]C(=O)OC(C)(C)C)[CH2:19][C:20]2[CH:25]=[CH:24][C:23]([O:26][CH3:27])=[CH:22][CH:21]=2)[CH2:14]1)[CH2:9][CH2:10][CH3:11]. (2) Given the product [BrH:20].[Cl:1][C:2]1[CH:7]=[CH:6][C:5]([C:8]2[N:12]=[C:11]([C:13]3[S:14][CH:15]=[CH:16][C:17]=3[Cl:18])[O:10][N:9]=2)=[CH:4][C:3]=1[NH:19][CH2:21][CH2:22][N:23]([CH2:26][CH3:27])[CH2:24][CH3:25], predict the reactants needed to synthesize it. The reactants are: [Cl:1][C:2]1[CH:7]=[CH:6][C:5]([C:8]2[N:12]=[C:11]([C:13]3[S:14][CH:15]=[CH:16][C:17]=3[Cl:18])[O:10][N:9]=2)=[CH:4][C:3]=1[NH2:19].[Br:20][CH2:21][CH2:22][N:23]([CH2:26][CH3:27])[CH2:24][CH3:25].CCN(CC)CC. (3) Given the product [NH2:8][C@@H:9]([CH2:13][C:14]1[CH:19]=[CH:18][C:17]([O:20][CH2:21][C:22]#[CH:23])=[CH:16][CH:15]=1)[C:10]([NH:40][S:37]([CH3:36])(=[O:39])=[O:38])=[O:11], predict the reactants needed to synthesize it. The reactants are: C(OC([NH:8][C@@H:9]([CH2:13][C:14]1[CH:19]=[CH:18][C:17]([O:20][CH2:21][C:22]#[CH:23])=[CH:16][CH:15]=1)[C:10](O)=[O:11])=O)(C)(C)C.C1N=CN(C(N2C=NC=C2)=O)C=1.[CH3:36][S:37]([NH2:40])(=[O:39])=[O:38].C1CCN2C(=NCCC2)CC1. (4) Given the product [CH:17]([N:20]1[C:24]([C:25]2[N:34]=[C:33]3[C:32]4[CH:35]=[C:36]([S:39]([N:6]5[CH2:7][CH2:8][CH:3]([N:2]([CH3:9])[CH3:1])[CH2:4][CH2:5]5)(=[O:41])=[O:40])[CH:37]=[CH:38][C:31]=4[O:30][CH2:29][CH2:28][N:27]3[CH:26]=2)=[N:23][CH:22]=[N:21]1)([CH3:19])[CH3:18], predict the reactants needed to synthesize it. The reactants are: [CH3:1][N:2]([CH3:9])[CH:3]1[CH2:8][CH2:7][NH:6][CH2:5][CH2:4]1.CCN(CC)CC.[CH:17]([N:20]1[C:24]([C:25]2[N:34]=[C:33]3[N:27]([CH2:28][CH2:29][O:30][C:31]4[CH:38]=[CH:37][C:36]([S:39](Cl)(=[O:41])=[O:40])=[CH:35][C:32]=43)[CH:26]=2)=[N:23][CH:22]=[N:21]1)([CH3:19])[CH3:18]. (5) Given the product [Br:1][C:2]1[CH:8]=[CH:7][C:6]([N+:9]([O-:11])=[O:10])=[CH:5][C:3]=1[NH2:4], predict the reactants needed to synthesize it. The reactants are: [Br:1][C:2]1[CH:8]=[CH:7][CH:6]=[CH:5][C:3]=1[NH2:4].[N+:9]([O-])([O-:11])=[O:10].[K+].O.N. (6) Given the product [CH3:1][C@@H:2]1[NH:3][CH2:4][C@H:5]([NH:7][C:8](=[O:23])[CH2:9][NH:10][C:11](=[O:22])[C:12]2[CH:17]=[CH:16][CH:15]=[C:14]([C:18]([F:21])([F:19])[F:20])[CH:13]=2)[CH2:6]1, predict the reactants needed to synthesize it. The reactants are: [CH3:1][C@H:2]1[CH2:6][C@@H:5]([NH:7][C:8](=[O:23])[CH2:9][NH:10][C:11](=[O:22])[C:12]2[CH:17]=[CH:16][CH:15]=[C:14]([C:18]([F:21])([F:20])[F:19])[CH:13]=2)[CH2:4][N:3]1C(OC(C)(C)C)=O.Cl. (7) Given the product [CH2:28]([NH:35][C:4]1[C:5]2[CH2:11][CH2:10][N:9]([C:12](=[O:17])[C:13]([F:16])([F:15])[F:14])[CH2:8][CH2:7][C:6]=2[CH:18]=[CH:19][C:3]=1[C:1]#[N:2])[C:29]1[CH:34]=[CH:33][CH:32]=[CH:31][CH:30]=1, predict the reactants needed to synthesize it. The reactants are: [C:1]([C:3]1[CH:19]=[CH:18][C:6]2[CH2:7][CH2:8][N:9]([C:12](=[O:17])[C:13]([F:16])([F:15])[F:14])[CH2:10][CH2:11][C:5]=2[C:4]=1OS(C(F)(F)F)(=O)=O)#[N:2].[CH2:28]([NH2:35])[C:29]1[CH:34]=[CH:33][CH:32]=[CH:31][CH:30]=1.C1C=CC(P(C2C(C3C(P(C4C=CC=CC=4)C4C=CC=CC=4)=CC=C4C=3C=CC=C4)=C3C(C=CC=C3)=CC=2)C2C=CC=CC=2)=CC=1.C(=O)([O-])[O-].[Cs+].[Cs+].